From a dataset of Full USPTO retrosynthesis dataset with 1.9M reactions from patents (1976-2016). Predict the reactants needed to synthesize the given product. (1) Given the product [F:17][C:12]1[CH:13]=[C:14]([O:31][CH3:29])[CH:15]=[C:10]([NH:9][C:3]2[CH:4]=[CH:5][C:6]([I:8])=[CH:7][C:2]=2[F:1])[C:11]=1[NH2:18], predict the reactants needed to synthesize it. The reactants are: [F:1][C:2]1[CH:7]=[C:6]([I:8])[CH:5]=[CH:4][C:3]=1[NH:9][C:10]1[CH:15]=[C:14](F)[CH:13]=[C:12]([F:17])[C:11]=1[N+:18]([O-])=O.[O-]S(S([O-])=O)=O.[Na+].[Na+].[CH2:29]([OH:31])C. (2) Given the product [C:67]([N:40]1[CH2:39][CH2:38][C:36]2([CH2:35][N:34]([C:43](=[O:53])[C@@H:44]([NH:48][C:49]([O:51][CH3:52])=[O:50])[CH:45]([CH3:46])[CH3:47])[CH:33]([C:30]3[NH:31][CH:32]=[C:28]([C:25]4[CH:24]=[CH:23][C:22]([C:19]5[CH:20]=[CH:21][C:16]([C:14]6[N:15]=[C:11]([C@@H:7]7[CH2:8][CH2:9][CH2:10][N:6]7[C:4]([C@@H:3]([NH:54][C:55](=[O:58])[O:56][CH3:57])[CH:2]([CH3:59])[CH3:1])=[O:5])[NH:12][CH:13]=6)=[CH:17][CH:18]=5)=[CH:27][CH:26]=4)[N:29]=3)[CH2:37]2)[CH2:42][CH2:41]1)(=[O:69])[CH3:68], predict the reactants needed to synthesize it. The reactants are: [CH3:1][CH:2]([CH3:59])[C@H:3]([NH:54][C:55](=[O:58])[O:56][CH3:57])[C:4]([N:6]1[CH2:10][CH2:9][CH2:8][C@H:7]1[C:11]1[NH:12][CH:13]=[C:14]([C:16]2[CH:21]=[CH:20][C:19]([C:22]3[CH:27]=[CH:26][C:25]([C:28]4[N:29]=[C:30]([CH:33]5[CH2:37][C:36]6([CH2:42][CH2:41][NH:40][CH2:39][CH2:38]6)[CH2:35][N:34]5[C:43](=[O:53])[C@@H:44]([NH:48][C:49]([O:51][CH3:52])=[O:50])[CH:45]([CH3:47])[CH3:46])[NH:31][CH:32]=4)=[CH:24][CH:23]=3)=[CH:18][CH:17]=2)[N:15]=1)=[O:5].C(N(CC)CC)C.[C:67](Cl)(=[O:69])[CH3:68].C(=O)([O-])[O-].[K+].[K+]. (3) The reactants are: [CH:1]1([CH2:4][O:5][C:6]2[CH:11]=[C:10]([O:12][CH3:13])[C:9]([F:14])=[CH:8][C:7]=2[C:15]2[C:16]3[NH:23][CH:22]=[C:21]([C:24]([OH:26])=O)[C:17]=3[N:18]=[CH:19][N:20]=2)[CH2:3][CH2:2]1.[C:27]([O:31][C:32]([N:34]1[CH2:38][CH2:37][C@@H:36]([NH2:39])[CH2:35]1)=[O:33])([CH3:30])([CH3:29])[CH3:28]. Given the product [C:27]([O:31][C:32]([N:34]1[CH2:38][CH2:37][C@@H:36]([NH:39][C:24]([C:21]2[C:17]3[N:18]=[CH:19][N:20]=[C:15]([C:7]4[CH:8]=[C:9]([F:14])[C:10]([O:12][CH3:13])=[CH:11][C:6]=4[O:5][CH2:4][CH:1]4[CH2:2][CH2:3]4)[C:16]=3[NH:23][CH:22]=2)=[O:26])[CH2:35]1)=[O:33])([CH3:30])([CH3:28])[CH3:29], predict the reactants needed to synthesize it. (4) Given the product [Cl:1][C:2]1[C:7]([N+:8]([O-:10])=[O:9])=[C:6]([NH:23][CH2:22][CH:21]([CH3:24])[CH3:20])[CH:5]=[C:4]([CH3:12])[N:3]=1, predict the reactants needed to synthesize it. The reactants are: [Cl:1][C:2]1[C:7]([N+:8]([O-:10])=[O:9])=[C:6](Cl)[CH:5]=[C:4]([CH3:12])[N:3]=1.C(N(CC)CC)C.[CH3:20][CH:21]([CH3:24])[CH2:22][NH2:23]. (5) Given the product [S:46]([OH:50])([OH:49])(=[O:48])=[O:47].[F:1][C:2]1[CH:3]=[C:4]([NH:21][C:22]([C:24]2[C:25](=[O:45])[N:26]([C:39]3[CH:40]=[CH:41][CH:42]=[CH:43][CH:44]=3)[N:27]([CH2:30][C@H:31]([O:33][C:34](=[O:38])[C@@H:35]([NH2:37])[CH3:36])[CH3:32])[C:28]=2[CH3:29])=[O:23])[CH:5]=[CH:6][C:7]=1[O:8][C:9]1[C:18]2[C:13](=[CH:14][C:15]([O:19][CH3:20])=[CH:16][CH:17]=2)[N:12]=[CH:11][CH:10]=1, predict the reactants needed to synthesize it. The reactants are: [F:1][C:2]1[CH:3]=[C:4]([NH:21][C:22]([C:24]2[C:25](=[O:45])[N:26]([C:39]3[CH:44]=[CH:43][CH:42]=[CH:41][CH:40]=3)[N:27]([CH2:30][C@H:31]([O:33][C:34](=[O:38])[C@@H:35]([NH2:37])[CH3:36])[CH3:32])[C:28]=2[CH3:29])=[O:23])[CH:5]=[CH:6][C:7]=1[O:8][C:9]1[C:18]2[C:13](=[CH:14][C:15]([O:19][CH3:20])=[CH:16][CH:17]=2)[N:12]=[CH:11][CH:10]=1.[S:46](=[O:50])(=[O:49])([OH:48])[OH:47].